From a dataset of Forward reaction prediction with 1.9M reactions from USPTO patents (1976-2016). Predict the product of the given reaction. (1) Given the reactants Br[CH2:2][C:3]([C:5]1[CH:6]=[CH:7][C:8]2[N:9]([CH:11]=[C:12]([C:14]([NH:16][C:17]3[CH:22]=[CH:21][CH:20]=[CH:19][CH:18]=3)=[O:15])[N:13]=2)[CH:10]=1)=O.[NH2:23][C:24]([NH2:26])=[S:25], predict the reaction product. The product is: [NH2:26][C:24]1[S:25][CH:2]=[C:3]([C:5]2[CH:6]=[CH:7][C:8]3[N:9]([CH:11]=[C:12]([C:14]([NH:16][C:17]4[CH:22]=[CH:21][CH:20]=[CH:19][CH:18]=4)=[O:15])[N:13]=3)[CH:10]=2)[N:23]=1. (2) Given the reactants [N+:1]([C:4]1[CH:12]=[C:11]2[C:7]([CH:8]=[N:9][N:10]2[C:13]([C:26]2[CH:31]=[CH:30][CH:29]=[CH:28][CH:27]=2)([C:20]2[CH:25]=[CH:24][CH:23]=[CH:22][CH:21]=2)[C:14]2[CH:19]=[CH:18][CH:17]=[CH:16][CH:15]=2)=[CH:6][C:5]=1[CH:32]=[CH2:33])([O-:3])=[O:2].[OH-:34].[Na+].OO.O, predict the reaction product. The product is: [N+:1]([C:4]1[CH:12]=[C:11]2[C:7]([CH:8]=[N:9][N:10]2[C:13]([C:14]2[CH:15]=[CH:16][CH:17]=[CH:18][CH:19]=2)([C:20]2[CH:21]=[CH:22][CH:23]=[CH:24][CH:25]=2)[C:26]2[CH:31]=[CH:30][CH:29]=[CH:28][CH:27]=2)=[CH:6][C:5]=1[CH2:32][CH2:33][OH:34])([O-:3])=[O:2]. (3) Given the reactants F[C:2]1[CH:7]=[CH:6][C:5]([N+:8]([O-:10])=[O:9])=[CH:4][C:3]=1[F:11].[NH:12]1[CH2:17][CH2:16][NH:15][CH2:14][CH2:13]1.C([O-])([O-])=O.[K+].[K+], predict the reaction product. The product is: [F:11][C:3]1[CH:4]=[C:5]([N+:8]([O-:10])=[O:9])[CH:6]=[CH:7][C:2]=1[N:12]1[CH2:17][CH2:16][NH:15][CH2:14][CH2:13]1. (4) Given the reactants [Cl:1][C:2]1[CH:7]=[CH:6][C:5]([C:8]2[S:9][C:10]([CH3:28])=[C:11]([C:13]3[C:14](=[O:27])/[C:15](=[CH:20]/[CH:21]4[CH2:26][CH2:25][O:24][CH2:23][CH2:22]4)/[CH2:16][C:17]=3[O:18]C)[N:12]=2)=[CH:4][CH:3]=1.Cl, predict the reaction product. The product is: [Cl:1][C:2]1[CH:7]=[CH:6][C:5]([C:8]2[S:9][C:10]([CH3:28])=[C:11]([CH:13]3[C:14](=[O:27])/[C:15](=[CH:20]/[CH:21]4[CH2:26][CH2:25][O:24][CH2:23][CH2:22]4)/[CH2:16][C:17]3=[O:18])[N:12]=2)=[CH:4][CH:3]=1. (5) Given the reactants [Si:1]([O:8][CH2:9][C:10]1[N:15]=[CH:14][C:13]2[N:16]([C:19]3[S:23][C:22]([C:24]([O:26]C)=O)=[C:21]([O:28][C@@H:29]([C:31]4[CH:36]=[CH:35][CH:34]=[CH:33][C:32]=4[C:37]([F:40])([F:39])[F:38])[CH3:30])[CH:20]=3)[CH:17]=[N:18][C:12]=2[CH:11]=1)([C:4]([CH3:7])([CH3:6])[CH3:5])([CH3:3])[CH3:2].[NH3:41], predict the reaction product. The product is: [Si:1]([O:8][CH2:9][C:10]1[N:15]=[CH:14][C:13]2[N:16]([C:19]3[S:23][C:22]([C:24]([NH2:41])=[O:26])=[C:21]([O:28][C@@H:29]([C:31]4[CH:36]=[CH:35][CH:34]=[CH:33][C:32]=4[C:37]([F:40])([F:39])[F:38])[CH3:30])[CH:20]=3)[CH:17]=[N:18][C:12]=2[CH:11]=1)([C:4]([CH3:7])([CH3:5])[CH3:6])([CH3:3])[CH3:2].